This data is from Catalyst prediction with 721,799 reactions and 888 catalyst types from USPTO. The task is: Predict which catalyst facilitates the given reaction. (1) Reactant: [S:1]([CH2:5][CH2:6][CH2:7][C:8]([OH:10])=[O:9])(=[O:4])(=[O:3])[NH2:2].C(=O)([O-])[O-].[Cs+].[Cs+].[CH2:17](Br)[C:18]1[CH:23]=[CH:22][CH:21]=[CH:20][CH:19]=1.O. Product: [S:1]([CH2:5][CH2:6][CH2:7][C:8]([O:10][CH2:17][C:18]1[CH:23]=[CH:22][CH:21]=[CH:20][CH:19]=1)=[O:9])(=[O:4])(=[O:3])[NH2:2]. The catalyst class is: 3. (2) Reactant: [NH:1]1[C:6]2[CH:7]=[CH:8][S:9][C:5]=2[C:4](=[O:10])[NH:3][C:2]1=[O:11].[Br:12]Br.O. Product: [Br:12][C:7]1[C:6]2[NH:1][C:2](=[O:11])[NH:3][C:4](=[O:10])[C:5]=2[S:9][CH:8]=1. The catalyst class is: 15. (3) The catalyst class is: 105. Reactant: Cl[C:2]1[CH:3]=[C:4]([C@H:8]([O:22][CH2:23][CH2:24][NH:25][C:26]([O:28][CH3:29])=[O:27])[C@@H:9]2[CH2:14][CH2:13][CH2:12][N:11]([C:15]([O:17][C:18]([CH3:21])([CH3:20])[CH3:19])=[O:16])[CH2:10]2)[CH:5]=[CH:6][CH:7]=1.[H][H]. Product: [C:4]1([C@H:8]([O:22][CH2:23][CH2:24][NH:25][C:26]([O:28][CH3:29])=[O:27])[C@@H:9]2[CH2:14][CH2:13][CH2:12][N:11]([C:15]([O:17][C:18]([CH3:20])([CH3:21])[CH3:19])=[O:16])[CH2:10]2)[CH:5]=[CH:6][CH:7]=[CH:2][CH:3]=1. (4) Reactant: [Cl:1][C:2]1[N:7]=[C:6]([NH2:8])[CH:5]=[C:4]([Cl:9])[N:3]=1.CCN(CC)CC.[C:17](Cl)(=[O:22])[O:18][CH:19]([CH3:21])[CH3:20]. Product: [CH:19]([O:18][C:17](=[O:22])[NH:8][C:6]1[CH:5]=[C:4]([Cl:9])[N:3]=[C:2]([Cl:1])[N:7]=1)([CH3:21])[CH3:20]. The catalyst class is: 1. (5) The catalyst class is: 3. Product: [CH2:24]([N:21]1[CH2:22][CH2:23][N:18]([CH2:17][C:14]2[CH:15]=[CH:16][C:11]([C:10]([NH:9][C:4]3[CH:5]=[CH:6][C:7]([CH3:8])=[C:2]([NH:1][CH2:38][C:39]4[N:40]=[CH:41][C:42]([NH:45][C:46](=[O:52])[O:47][C:48]([CH3:50])([CH3:49])[CH3:51])=[N:43][CH:44]=4)[CH:3]=3)=[O:30])=[CH:12][C:13]=2[C:26]([F:29])([F:28])[F:27])[CH2:19][CH2:20]1)[CH3:25]. Reactant: [NH2:1][C:2]1[CH:3]=[C:4]([NH:9][C:10](=[O:30])[C:11]2[CH:16]=[CH:15][C:14]([CH2:17][N:18]3[CH2:23][CH2:22][N:21]([CH2:24][CH3:25])[CH2:20][CH2:19]3)=[C:13]([C:26]([F:29])([F:28])[F:27])[CH:12]=2)[CH:5]=[CH:6][C:7]=1[CH3:8].C([O-])([O-])=O.[K+].[K+].Br[CH2:38][C:39]1[N:40]=[CH:41][C:42]([NH:45][C:46](=[O:52])[O:47][C:48]([CH3:51])([CH3:50])[CH3:49])=[N:43][CH:44]=1. (6) Reactant: Br[C:2]1[S:3][C:4]([S:17]([N:20]2[CH2:25][CH2:24][CH:23]([O:26][CH3:27])[CH2:22][CH2:21]2)(=[O:19])=[O:18])=[CH:5][C:6]=1[C:7]1[S:11][C:10]([NH:12][C:13](=[O:15])[CH3:14])=[N:9][C:8]=1[CH3:16].C([Li])CCC. Product: [CH3:27][O:26][CH:23]1[CH2:22][CH2:21][N:20]([S:17]([C:4]2[S:3][CH:2]=[C:6]([C:7]3[S:11][C:10]([NH:12][C:13](=[O:15])[CH3:14])=[N:9][C:8]=3[CH3:16])[CH:5]=2)(=[O:18])=[O:19])[CH2:25][CH2:24]1. The catalyst class is: 1.